This data is from Forward reaction prediction with 1.9M reactions from USPTO patents (1976-2016). The task is: Predict the product of the given reaction. (1) Given the reactants [NH2:1][C:2]([CH3:6])([CH3:5])[CH2:3][OH:4].C(N(CC)C(C)C)(C)C.[Br:16][C:17]1[C:25]([O:26][CH3:27])=[CH:24][C:20]([C:21](Cl)=O)=[CH:19][C:18]=1[O:28][CH3:29].S(Cl)(Cl)=O.[OH-].[Na+], predict the reaction product. The product is: [Br:16][C:17]1[C:25]([O:26][CH3:27])=[CH:24][C:20]([C:21]2[O:4][CH2:3][C:2]([CH3:6])([CH3:5])[N:1]=2)=[CH:19][C:18]=1[O:28][CH3:29]. (2) Given the reactants C([O-])(=O)C.[Na+].Br[CH:7]([CH2:12][C:13]1[CH:18]=[CH:17][CH:16]=[CH:15][CH:14]=1)[C:8]([O:10]C)=[O:9].[CH3:19][O:20][C:21]1[CH:27]=[CH:26][C:25]([CH2:28][S:29]([CH2:32][CH2:33][C:34]2[C:39]([O:40][CH3:41])=[CH:38][C:37]([O:42][CH3:43])=[CH:36][C:35]=2[O:44][CH3:45])(=[O:31])=[O:30])=[CH:24][C:22]=1[NH2:23].C(Cl)(Cl)Cl.CO, predict the reaction product. The product is: [CH3:19][O:20][C:21]1[CH:27]=[CH:26][C:25]([CH2:28][S:29]([CH2:32][CH2:33][C:34]2[C:35]([O:44][CH3:45])=[CH:36][C:37]([O:42][CH3:43])=[CH:38][C:39]=2[O:40][CH3:41])(=[O:31])=[O:30])=[CH:24][C:22]=1[NH:23][CH:7]([CH2:12][C:13]1[CH:18]=[CH:17][CH:16]=[CH:15][CH:14]=1)[C:8]([OH:10])=[O:9]. (3) Given the reactants [CH2:1]([O:3][C:4](=[O:13])[CH2:5][C:6]1[CH:11]=[CH:10][C:9]([Br:12])=[CH:8][CH:7]=1)[CH3:2].[CH3:14][Si]([N-][Si](C)(C)C)(C)C.[Li+].IC, predict the reaction product. The product is: [CH2:1]([O:3][C:4](=[O:13])[CH:5]([C:6]1[CH:11]=[CH:10][C:9]([Br:12])=[CH:8][CH:7]=1)[CH3:14])[CH3:2]. (4) Given the reactants [CH:1]([NH:4][C:5]1[C:10]2[C:11]([C:33]3[CH:38]=[C:37]([N:39]4[CH2:44][CH2:43][O:42][CH2:41][CH2:40]4)[N:36]=[CH:35][N:34]=3)=[N:12][N:13](C(C3C=CC=CC=3)(C3C=CC=CC=3)C3C=CC=CC=3)[C:9]=2[CH:8]=[CH:7][N:6]=1)([CH3:3])[CH3:2].ClC1N=CN=C(C2C3C(NC(C)C)=NC=CC=3N(C(C3C=CC=CC=3)(C3C=CC=CC=3)C3C=CC=CC=3)N=2)C=1.N1CCOCC1.C([O-])([O-])=O.[Cs+].[Cs+], predict the reaction product. The product is: [CH:1]([NH:4][C:5]1[C:10]2[C:11]([C:33]3[CH:38]=[C:37]([N:39]4[CH2:40][CH2:41][O:42][CH2:43][CH2:44]4)[N:36]=[CH:35][N:34]=3)=[N:12][NH:13][C:9]=2[CH:8]=[CH:7][N:6]=1)([CH3:3])[CH3:2].